This data is from Reaction yield outcomes from USPTO patents with 853,638 reactions. The task is: Predict the reaction yield, written as a fraction of the theoretical maximum amount of product (1.0 means a 100% yield; for example, 0.34 means a 34% yield). (1) The reactants are Br[C:2]1[CH:3]=[CH:4][C:5]([NH2:8])=[N:6][CH:7]=1.[O-:9]P([O-])([O-])=O.[K+].[K+].[K+].CN[CH2:19][CH2:20][NH:21][CH3:22].[NH:23]1[C:31]2[C:26](=CC=C[CH:30]=2)[CH:25]=[CH:24]1.BrC1C=NC=CC=1.[OH2:39]. The catalyst is C1(C)C=CC=CC=1.[Cu](I)I. The product is [N+:23]([C:31]1[CH:26]=[C:25]2[C:20](=[CH:19][CH:30]=1)[N:21]([C:2]1[CH:3]=[CH:4][C:5]([NH2:8])=[N:6][CH:7]=1)[CH:22]=[CH:24]2)([O-:9])=[O:39]. The yield is 0.361. (2) The reactants are Br[C:2]1[S:6][C:5]([C:7]([O-:9])=[O:8])=[C:4]([N:10]([C@H:20]2[CH2:25][CH2:24][C@H:23]([OH:26])[CH2:22][CH2:21]2)[C:11]([C@H:13]2[CH2:18][CH2:17][C@H:16]([CH3:19])[CH2:15][CH2:14]2)=[O:12])[CH:3]=1.[Li+].[O:28]1[C:32]2([CH2:37][CH2:36][C:35](B(O)O)=[CH:34][CH2:33]2)[O:31][CH2:30][CH2:29]1.C([O-])([O-])=O.[Na+].[Na+]. The catalyst is CN(C=O)C. The product is [O:28]1[C:32]2([CH2:37][CH2:36][C:35]([C:2]3[S:6][C:5]([C:7]([OH:9])=[O:8])=[C:4]([N:10]([C@H:20]4[CH2:21][CH2:22][C@H:23]([OH:26])[CH2:24][CH2:25]4)[C:11]([C@H:13]4[CH2:18][CH2:17][C@H:16]([CH3:19])[CH2:15][CH2:14]4)=[O:12])[CH:3]=3)=[CH:34][CH2:33]2)[O:31][CH2:30][CH2:29]1. The yield is 0.820. (3) The reactants are C([O:3][C:4]([CH:6]1[O:10][C:9](=[O:11])[N:8]([C:12]2[CH:17]=[CH:16][C:15]([N:18]3[CH:23]=[CH:22][C:21](=[O:24])[CH2:20][CH2:19]3)=[C:14]([F:25])[CH:13]=2)[CH2:7]1)=O)C.[CH3:26][NH2:27]. The catalyst is CO. The product is [CH3:26][NH:27][C:4]([C@@H:6]1[O:10][C:9](=[O:11])[N:8]([C:12]2[CH:17]=[CH:16][C:15]([N:18]3[CH:23]=[CH:22][C:21](=[O:24])[CH2:20][CH2:19]3)=[C:14]([F:25])[CH:13]=2)[CH2:7]1)=[O:3]. The yield is 0.520.